Dataset: Reaction yield outcomes from USPTO patents with 853,638 reactions. Task: Predict the reaction yield, written as a fraction of the theoretical maximum amount of product (1.0 means a 100% yield; for example, 0.34 means a 34% yield). (1) The reactants are [S:1]1[CH:5]=[CH:4][C:3]2[C:6](=O)[C:7]3[S:8][CH:9]=[CH:10][C:11]=3[C:12](=[O:13])[C:2]1=2.[BH4-].[Na+].[OH-].[K+].S([O:24][CH3:25])(OC)(=O)=O.[CH2:26](OCC)C. The catalyst is O.C(O)C. The product is [CH3:26][O:13][C:12]1[C:2]2[S:1][CH:5]=[CH:4][C:3]=2[C:6]([O:24][CH3:25])=[C:7]2[S:8][CH:9]=[CH:10][C:11]=12. The yield is 0.620. (2) The reactants are [CH3:1][C:2]([C@@H:4]1[C@@:8]2([CH3:23])[CH2:9][CH2:10][C@@H:11]3[C@:21]4([CH3:22])[C:15](=[CH:16][C:17]([CH2:19][CH2:20]4)=[O:18])[CH2:14][CH2:13][C@H:12]3[C@@H:7]2[CH2:6][CH2:5]1)=[O:3].[BH4-].[Na+]. The catalyst is CO. The product is [CH3:1][CH:2]([OH:3])[C@@H:4]1[C@:8]2([CH3:23])[C@H:7]([C@H:12]3[C@H:11]([CH2:10][CH2:9]2)[C@:21]2([CH3:22])[C:15](=[CH:16][CH:17]([OH:18])[CH2:19][CH2:20]2)[CH2:14][CH2:13]3)[CH2:6][CH2:5]1. The yield is 0.980.